From a dataset of Catalyst prediction with 721,799 reactions and 888 catalyst types from USPTO. Predict which catalyst facilitates the given reaction. (1) Reactant: Br[C:2]1[CH:3]=[CH:4][C:5]2[C:14]3[CH2:13][CH2:12][N:11]([C:15]([O:17][C:18]([CH3:21])([CH3:20])[CH3:19])=[O:16])[CH2:10][CH2:9][C:8]=3[N:7]([CH3:22])[C:6]=2[N:23]=1.[F:24][C:25]1[CH:26]=[CH:27][C:28]([CH2:31][O:32][C:33]2[CH:38]=[CH:37][NH:36][C:35](=[O:39])[CH:34]=2)=[N:29][CH:30]=1.C([O-])([O-])=O.[Cs+].[Cs+].OC1C=CC=C2C=1N=CC=C2. Product: [F:24][C:25]1[CH:26]=[CH:27][C:28]([CH2:31][O:32][C:33]2[CH:38]=[CH:37][N:36]([C:2]3[CH:3]=[CH:4][C:5]4[C:14]5[CH2:13][CH2:12][N:11]([C:15]([O:17][C:18]([CH3:21])([CH3:20])[CH3:19])=[O:16])[CH2:10][CH2:9][C:8]=5[N:7]([CH3:22])[C:6]=4[N:23]=3)[C:35](=[O:39])[CH:34]=2)=[N:29][CH:30]=1. The catalyst class is: 846. (2) Reactant: [CH3:1][C:2]1[N:6]([CH2:7][C:8]2[CH:13]=[CH:12][C:11]([CH3:14])=[CH:10][CH:9]=2)[N:5]=[C:4]([C:15]([O:17]C)=[O:16])[CH:3]=1.[OH-].[Na+]. Product: [CH3:1][C:2]1[N:6]([CH2:7][C:8]2[CH:13]=[CH:12][C:11]([CH3:14])=[CH:10][CH:9]=2)[N:5]=[C:4]([C:15]([OH:17])=[O:16])[CH:3]=1. The catalyst class is: 8. (3) Reactant: CS([O:5][CH:6]1[CH2:11][CH2:10][CH:9]([O:12][CH2:13][C:14]2[CH:19]=[CH:18][CH:17]=[CH:16][CH:15]=2)[CH2:8][CH2:7]1)(=O)=O.[Br:20][C:21]1[CH:26]=[C:25]([F:27])[C:24](O)=[C:23]([F:29])[CH:22]=1.C([O-])([O-])=O.[Cs+].[Cs+]. Product: [CH2:13]([O:12][CH:9]1[CH2:10][CH2:11][CH:6]([O:5][C:24]2[C:25]([F:27])=[CH:26][C:21]([Br:20])=[CH:22][C:23]=2[F:29])[CH2:7][CH2:8]1)[C:14]1[CH:19]=[CH:18][CH:17]=[CH:16][CH:15]=1. The catalyst class is: 18. (4) Reactant: C1(P(C2CCCCC2)C2C=CC=CC=2C2C(C(C)C)=CC(C(C)C)=CC=2C(C)C)CCCCC1.[O:35]1[CH2:40][CH2:39][N:38]([C:41]2[N:46]=[C:45]([NH2:47])[CH:44]=[CH:43][CH:42]=2)[CH2:37][CH2:36]1.Cl[C:49]1[C:58]2[C:53](=[C:54]([Cl:59])[CH:55]=[CH:56][CH:57]=2)[N:52]=[C:51]([C:60]2[CH:65]=[C:64]([CH3:66])[CH:63]=[CH:62][N:61]=2)[C:50]=1[CH3:67].CC(C)([O-])C.[Na+]. Product: [Cl:59][C:54]1[CH:55]=[CH:56][CH:57]=[C:58]2[C:53]=1[N:52]=[C:51]([C:60]1[CH:65]=[C:64]([CH3:66])[CH:63]=[CH:62][N:61]=1)[C:50]([CH3:67])=[C:49]2[NH:47][C:45]1[CH:44]=[CH:43][CH:42]=[C:41]([N:38]2[CH2:39][CH2:40][O:35][CH2:36][CH2:37]2)[N:46]=1. The catalyst class is: 101. (5) Product: [O:1]1[CH2:5][CH2:4][CH:3]([CH:6]2[CH2:11][C:10](=[O:12])[CH2:9][CH2:8][O:7]2)[CH2:2]1. Reactant: [O:1]1[CH2:5][CH2:4][CH:3]([CH:6]2[CH2:11][CH:10]([OH:12])[CH2:9][CH2:8][O:7]2)[CH2:2]1.C1C=C[NH+]=CC=1.[O-][Cr](Cl)(=O)=O. The catalyst class is: 4. (6) Reactant: [H-].[Na+].[Br:3][C:4]1[CH:5]=[C:6]2[C:10](=[CH:11][CH:12]=1)[NH:9][CH:8]=[CH:7]2.Cl.Cl[CH2:15][CH2:16][N:17]1[CH2:22][CH2:21][O:20][CH2:19][CH2:18]1.C(=O)(O)[O-].[Na+]. Product: [Br:3][C:4]1[CH:5]=[C:6]2[C:10](=[CH:11][CH:12]=1)[N:9]([CH2:15][CH2:16][N:17]1[CH2:22][CH2:21][O:20][CH2:19][CH2:18]1)[CH:8]=[CH:7]2. The catalyst class is: 266.